From a dataset of Catalyst prediction with 721,799 reactions and 888 catalyst types from USPTO. Predict which catalyst facilitates the given reaction. (1) Reactant: C([O:3][C:4](=[O:48])[CH2:5][CH:6]([O:8][C:9]1[C:14]([CH2:15][CH2:16][CH:17]([C:38](=[O:40])[CH3:39])[CH2:18][CH:19]([O:21][C:22]2[CH:27]=[CH:26][CH:25]=[CH:24][C:23]=2[C:28]2[CH:37]=[CH:36][C:31]3[O:32][CH2:33][CH2:34][O:35][C:30]=3[CH:29]=2)[CH3:20])=[CH:13][CH:12]=[CH:11][C:10]=1[CH2:41][CH2:42][C:43]([O:45]CC)=[O:44])[CH3:7])C. Product: [C:38]([CH:17]([CH2:18][CH:19]([O:21][C:22]1[CH:27]=[CH:26][CH:25]=[CH:24][C:23]=1[C:28]1[CH:37]=[CH:36][C:31]2[O:32][CH2:33][CH2:34][O:35][C:30]=2[CH:29]=1)[CH3:20])[CH2:16][CH2:15][C:14]1[C:9]([O:8][CH:6]([CH3:7])[CH2:5][C:4]([OH:48])=[O:3])=[C:10]([CH2:41][CH2:42][C:43]([OH:45])=[O:44])[CH:11]=[CH:12][CH:13]=1)(=[O:40])[CH3:39]. The catalyst class is: 74. (2) Reactant: [N:1]1[C:14]2[C:13]3[C:8](=[CH:9][CH:10]=[CH:11][N:12]=3)[CH:7]=[C:6](N)[C:5]=2[CH:4]=[CH:3][CH:2]=1.C1(C)C=CC(S(O)(=O)=O)=CC=1. Product: [N:1]1[C:14]2[C:5](=[CH:6][CH:7]=[C:8]3[C:13]=2[N:12]=[CH:11][CH:10]=[CH:9]3)[CH:4]=[CH:3][CH:2]=1. The catalyst class is: 11. (3) Reactant: [Br:1][C:2]1[CH:7]=[CH:6][C:5]([CH2:8][CH2:9][C:10](O)=[O:11])=[CH:4][CH:3]=1.[H-].[Al+3].[Li+].[H-].[H-].[H-].S([O-])([O-])(=O)=O.[Na+].[Na+]. Product: [Br:1][C:2]1[CH:3]=[CH:4][C:5]([CH2:8][CH2:9][CH2:10][OH:11])=[CH:6][CH:7]=1. The catalyst class is: 27. (4) Reactant: [CH2:1]([N:3]1[CH2:8][CH2:7][P:6](=[O:18])([C:9]2[CH:14]=[CH:13][C:12]([N+:15]([O-])=O)=[CH:11][CH:10]=2)[CH2:5][CH2:4]1)[CH3:2].[ClH:19].[H][H]. Product: [ClH:19].[CH2:1]([N:3]1[CH2:4][CH2:5][P:6]([C:9]2[CH:14]=[CH:13][C:12]([NH2:15])=[CH:11][CH:10]=2)(=[O:18])[CH2:7][CH2:8]1)[CH3:2]. The catalyst class is: 29. (5) Reactant: [CH2:1]([C:3]([F:30])([CH2:28][CH3:29])[CH2:4][N:5]1[CH2:10][CH2:9][CH:8]([CH2:11][O:12][C:13]2[N:18]=[N:17][C:16]([C:19]3[CH:27]=[CH:26][C:22]([C:23](O)=[O:24])=[CH:21][CH:20]=3)=[CH:15][CH:14]=2)[CH2:7][CH2:6]1)[CH3:2].CCN=C=NCCCN(C)C.C1C=CC2N(O)N=NC=2C=1.CCN(C(C)C)C(C)C.[NH:61]1[CH2:65][CH2:64][CH2:63][C@H:62]1[C:66]([NH2:68])=[O:67]. Product: [CH2:1]([C:3]([F:30])([CH2:28][CH3:29])[CH2:4][N:5]1[CH2:6][CH2:7][CH:8]([CH2:11][O:12][C:13]2[N:18]=[N:17][C:16]([C:19]3[CH:27]=[CH:26][C:22]([C:23]([N:61]4[CH2:65][CH2:64][CH2:63][C@H:62]4[C:66]([NH2:68])=[O:67])=[O:24])=[CH:21][CH:20]=3)=[CH:15][CH:14]=2)[CH2:9][CH2:10]1)[CH3:2]. The catalyst class is: 18. (6) Reactant: [O:1]1[CH2:5][CH2:4][CH:3]([CH2:6][OH:7])[CH2:2]1.[C:8]1([CH3:18])[CH:13]=[CH:12][C:11]([S:14](Cl)(=[O:16])=[O:15])=[CH:10][CH:9]=1.O. Product: [O:1]1[CH2:5][CH2:4][CH:3]([CH2:6][O:7][S:14]([C:11]2[CH:12]=[CH:13][C:8]([CH3:18])=[CH:9][CH:10]=2)(=[O:16])=[O:15])[CH2:2]1. The catalyst class is: 202.